Dataset: Reaction yield outcomes from USPTO patents with 853,638 reactions. Task: Predict the reaction yield, written as a fraction of the theoretical maximum amount of product (1.0 means a 100% yield; for example, 0.34 means a 34% yield). (1) The reactants are [CH3:1][O:2][C:3]1[C:8]([N+:9]([O-])=O)=[CH:7][CH:6]=[CH:5][C:4]=1[C:12]1[O:16][C:15]([C:17]([OH:19])=[O:18])=[CH:14][CH:13]=1.C([O-])=O.[NH4+]. The catalyst is C(OCC)(=O)C.[Pd]. The product is [NH2:9][C:8]1[C:3]([O:2][CH3:1])=[C:4]([C:12]2[O:16][C:15]([C:17]([OH:19])=[O:18])=[CH:14][CH:13]=2)[CH:5]=[CH:6][CH:7]=1. The yield is 0.744. (2) The reactants are [Br:1][C:2]1[CH:11]=[C:10]([Cl:12])[C:9]([OH:13])=[C:8]2[C:3]=1[CH:4]=[CH:5][CH:6]=[N:7]2.[CH2:14](Br)[C:15]1[CH:20]=[CH:19][CH:18]=[CH:17][CH:16]=1. The catalyst is C(#N)C. The product is [CH2:14]([O:13][C:9]1[C:10]([Cl:12])=[CH:11][C:2]([Br:1])=[C:3]2[C:8]=1[N:7]=[CH:6][CH:5]=[CH:4]2)[C:15]1[CH:20]=[CH:19][CH:18]=[CH:17][CH:16]=1. The yield is 0.764. (3) The reactants are [F:1][C:2]1[CH:24]=[CH:23][C:5]([O:6][C:7]2[CH:8]=[C:9]3[C:13](=[CH:14][C:15]=2[C:16]([NH2:18])=[O:17])[N:12]([CH2:19][CH:20]([CH3:22])[CH3:21])[N:11]=[CH:10]3)=[CH:4][CH:3]=1.C(N1C=CN=C1)(N1C=CN=C1)=O.[C:37]([O:41][C:42]([N:44]1[CH2:48][CH2:47][CH:46](N)[CH2:45]1)=[O:43])([CH3:40])([CH3:39])[CH3:38]. The catalyst is C1COCC1. The product is [C:37]([O:41][C:42]([N:44]1[CH2:48][CH2:47][CH:46]([NH:18][C:16]([C:15]2[CH:14]=[C:13]3[C:9]([CH:10]=[N:11][N:12]3[CH2:19][CH:20]([CH3:22])[CH3:21])=[CH:8][C:7]=2[O:6][C:5]2[CH:23]=[CH:24][C:2]([F:1])=[CH:3][CH:4]=2)=[O:17])[CH2:45]1)=[O:43])([CH3:40])([CH3:38])[CH3:39]. The yield is 0.940. (4) The reactants are FC(F)(F)C(O)=O.[CH2:8]([O:15][C:16]([NH:18][CH2:19][CH2:20][CH2:21][CH2:22][C@@H:23]([NH:68]C(OC(C)(C)C)=O)[C:24]([O:26][C@H:27]1[C@@H:31]([OH:32])[C@H:30]([N:33]2[CH:41]=[N:40][C:39]3[C:34]2=[N:35][CH:36]=[N:37][C:38]=3[NH2:42])[O:29][C@H:28]1[CH2:43][O:44][P:45]([O:48][C@H:49]1[CH2:53][C@H:52]([N:54]2[CH:59]=[CH:58][C:57]([NH2:60])=[N:56][C:55]2=[O:61])[O:51][C@@H:50]1[CH2:62][O:63][P:64]([OH:67])([OH:66])=[O:65])([OH:47])=[O:46])=[O:25])=[O:17])[C:9]1[CH:14]=[CH:13][CH:12]=[CH:11][CH:10]=1. The catalyst is ClCCl. The product is [NH2:68][C@H:23]([CH2:22][CH2:21][CH2:20][CH2:19][NH:18][C:16]([O:15][CH2:8][C:9]1[CH:10]=[CH:11][CH:12]=[CH:13][CH:14]=1)=[O:17])[C:24]([O:26][C@H:27]1[C@@H:31]([OH:32])[C@H:30]([N:33]2[CH:41]=[N:40][C:39]3[C:34]2=[N:35][CH:36]=[N:37][C:38]=3[NH2:42])[O:29][C@H:28]1[CH2:43][O:44][P:45]([O:48][C@H:49]1[CH2:53][C@H:52]([N:54]2[CH:59]=[CH:58][C:57]([NH2:60])=[N:56][C:55]2=[O:61])[O:51][C@@H:50]1[CH2:62][O:63][P:64]([OH:67])([OH:66])=[O:65])([OH:47])=[O:46])=[O:25]. The yield is 0.800.